Task: Predict the product of the given reaction.. Dataset: Forward reaction prediction with 1.9M reactions from USPTO patents (1976-2016) (1) Given the reactants [Cl:1][CH2:2][CH2:3][CH2:4][N:5]1[CH2:10][C:9]2[CH:11]=[CH:12][CH:13]=[CH:14][C:8]=2[N:7]([C:15]2[CH:20]=[CH:19][C:18]([O:21][CH3:22])=[CH:17][CH:16]=2)[S:6]1(=[O:24])=[O:23].[CH3:25][NH2:26].Cl, predict the reaction product. The product is: [ClH:1].[CH3:22][O:21][C:18]1[CH:19]=[CH:20][C:15]([N:7]2[C:8]3[CH:14]=[CH:13][CH:12]=[CH:11][C:9]=3[CH2:10][N:5]([CH2:4][CH2:3][CH2:2][NH:26][CH3:25])[S:6]2(=[O:24])=[O:23])=[CH:16][CH:17]=1. (2) The product is: [CH3:1][NH:4][C:5]([C:7]1[C:15]2[CH:14]=[C:13]([C:16]3[C:21]([CH3:33])=[CH:20][N:19]=[C:18]([NH:23][CH2:24][CH2:25][CH2:26][CH:27]4[CH2:32][CH2:31][NH:30][CH2:29][CH2:28]4)[N:17]=3)[S:12][C:11]=2[CH:10]=[CH:9][CH:8]=1)=[O:6]. Given the reactants [CH:1]1([NH:4][C:5]([C:7]2[C:15]3[CH:14]=[C:13]([C:16]4[C:21](F)=[CH:20][N:19]=[C:18]([NH:23][CH2:24][CH2:25][CH2:26][CH:27]5[CH2:32][CH2:31][NH:30][CH2:29][CH2:28]5)[N:17]=4)[S:12][C:11]=3[CH:10]=[CH:9][CH:8]=2)=[O:6])CC1.[CH3:33]NC(C1C2C=C(C3C(C)=CN=C(Cl)N=3)SC=2C=CC=1)=O, predict the reaction product. (3) Given the reactants [F:1][CH2:2][C@@H:3]1[CH2:7][CH2:6][N:5]([C@@H:8]([CH3:30])[CH2:9][O:10]C(C2C=CC=CC=2)(C2C=CC=CC=2)C2C=CC=CC=2)[CH2:4]1.C(O)=O, predict the reaction product. The product is: [F:1][CH2:2][C@@H:3]1[CH2:7][CH2:6][N:5]([C@@H:8]([CH3:30])[CH2:9][OH:10])[CH2:4]1. (4) Given the reactants [CH3:1][C:2]1([CH3:34])[C:11](=[O:12])[C:10]([CH3:14])([CH3:13])[C:9]2[C:4](=[C:5]3[CH2:26][CH2:25][CH2:24][C:6]3=[C:7](B3OC(C)(C)C(C)(C)O3)[CH:8]=2)[N:3]1[C:27]([O:29][C:30]([CH3:33])([CH3:32])[CH3:31])=[O:28].Br[C:36]1[C:37]([CH:42]2[O:46][CH2:45][CH2:44][O:43]2)=[N:38][O:39][C:40]=1[CH3:41].C(=O)([O-])[O-].[K+].[K+], predict the reaction product. The product is: [O:46]1[CH2:45][CH2:44][O:43][CH:42]1[C:37]1[C:36]([C:7]2[CH:8]=[C:9]3[C:4](=[C:5]4[CH2:26][CH2:25][CH2:24][C:6]=24)[N:3]([C:27]([O:29][C:30]([CH3:31])([CH3:33])[CH3:32])=[O:28])[C:2]([CH3:1])([CH3:34])[C:11](=[O:12])[C:10]3([CH3:13])[CH3:14])=[C:40]([CH3:41])[O:39][N:38]=1. (5) The product is: [CH3:40][O:39][C@@H:12]1[C@@H:13]([CH2:29][S:30]([C:33]2[CH:34]=[CH:35][CH:36]=[CH:37][CH:38]=2)(=[O:31])=[O:32])[C@H:14]([CH2:16][C@@H:17]2[C:18](=[CH2:28])[C@H:19]([CH3:27])[CH2:20][C@H:21]([CH2:23][CH2:24][CH2:25][O:26][Si:58]([CH2:63][CH3:64])([CH2:61][CH3:62])[CH2:59][CH3:60])[O:22]2)[O:15][C@@H:11]1[CH2:10][C@@H:9]([CH2:41][O:42][Si:43]([CH3:45])([CH3:44])[C:46]([CH3:48])([CH3:47])[CH3:49])[O:8][Si:1]([CH3:3])([CH3:2])[C:4]([CH3:7])([CH3:6])[CH3:5]. Given the reactants [Si:1]([O:8][C@H:9]([CH2:41][O:42][Si:43]([C:46]([CH3:49])([CH3:48])[CH3:47])([CH3:45])[CH3:44])[CH2:10][C@H:11]1[O:15][C@@H:14]([CH2:16][C@H:17]2[O:22][C@@H:21]([CH2:23][CH2:24][CH2:25][OH:26])[CH2:20][C@@H:19]([CH3:27])[C:18]2=[CH2:28])[C@H:13]([CH2:29][S:30]([C:33]2[CH:38]=[CH:37][CH:36]=[CH:35][CH:34]=2)(=[O:32])=[O:31])[C@H:12]1[O:39][CH3:40])([C:4]([CH3:7])([CH3:6])[CH3:5])([CH3:3])[CH3:2].C(N(CC)CC)C.Cl[Si:58]([CH2:63][CH3:64])([CH2:61][CH3:62])[CH2:59][CH3:60], predict the reaction product. (6) Given the reactants [CH:1]1[C:6](/[CH:7]=[CH:8]/[C:9]([OH:11])=[O:10])=[CH:5][CH:4]=[N:3][CH:2]=1.N, predict the reaction product. The product is: [NH:3]1[CH2:4][CH2:5][CH:6]([CH2:7][CH2:8][C:9]([OH:11])=[O:10])[CH2:1][CH2:2]1. (7) Given the reactants [OH-:1].[Na+].OO.[C:5]([C:7]1[N:12]=[CH:11][C:10]([NH:13][C@@H:14]2[CH2:19][CH2:18][CH2:17][CH2:16][C@@H:15]2[NH:20]C(=O)OC(C)(C)C)=[CH:9][C:8]=1[NH:28][C:29]1[CH:34]=[CH:33][CH:32]=[C:31]([N:35]2[N:39]=[CH:38][CH:37]=[N:36]2)[N:30]=1)#[N:6].[C:40]([OH:46])([C:42]([F:45])([F:44])[F:43])=[O:41], predict the reaction product. The product is: [OH:46][C:40]([C:42]([F:45])([F:44])[F:43])=[O:41].[NH2:20][C@H:15]1[CH2:16][CH2:17][CH2:18][CH2:19][C@H:14]1[NH:13][C:10]1[CH:9]=[C:8]([NH:28][C:29]2[CH:34]=[CH:33][CH:32]=[C:31]([N:35]3[N:39]=[CH:38][CH:37]=[N:36]3)[N:30]=2)[C:7]([C:5]([NH2:6])=[O:1])=[N:12][CH:11]=1. (8) Given the reactants [S:1]1[C:9]2[C:4](=[N:5][CH:6]=[C:7]([CH2:10][S:11]([CH2:14][C@@H:15]([N:24]([C:33](OC(C)(C)C)=[O:34])[O:25]C(OC(C)(C)C)=O)[C:16]3[CH:21]=[CH:20][C:19]([O:22][CH3:23])=[CH:18][CH:17]=3)(=[O:13])=[O:12])[CH:8]=2)[CH:3]=[CH:2]1.FC(F)(F)C(O)=O, predict the reaction product. The product is: [CH3:23][O:22][C:19]1[CH:18]=[CH:17][C:16]([C@H:15]([N:24]([OH:25])[CH:33]=[O:34])[CH2:14][S:11]([CH2:10][C:7]2[CH:8]=[C:9]3[S:1][CH:2]=[CH:3][C:4]3=[N:5][CH:6]=2)(=[O:13])=[O:12])=[CH:21][CH:20]=1. (9) Given the reactants [CH3:1][C:2]([CH3:35])([CH3:34])[C:3]([C:5]1[C:13]2[C:8](=[N:9][CH:10]=[C:11]([C:14]3[CH:19]=[CH:18][CH:17]=[C:16]([N:20]4[CH2:25][CH2:24][NH:23][CH2:22][CH2:21]4)[CH:15]=3)[N:12]=2)[N:7]([CH2:26][O:27][CH2:28][CH2:29][Si:30]([CH3:33])([CH3:32])[CH3:31])[CH:6]=1)=[O:4].C(N(C(C)C)CC)(C)C.Br[CH2:46][C:47]([O:49][C:50]([CH3:53])([CH3:52])[CH3:51])=[O:48], predict the reaction product. The product is: [C:50]([O:49][C:47](=[O:48])[CH2:46][N:23]1[CH2:24][CH2:25][N:20]([C:16]2[CH:17]=[CH:18][CH:19]=[C:14]([C:11]3[N:12]=[C:13]4[C:5]([C:3](=[O:4])[C:2]([CH3:35])([CH3:34])[CH3:1])=[CH:6][N:7]([CH2:26][O:27][CH2:28][CH2:29][Si:30]([CH3:31])([CH3:33])[CH3:32])[C:8]4=[N:9][CH:10]=3)[CH:15]=2)[CH2:21][CH2:22]1)([CH3:53])([CH3:52])[CH3:51].